This data is from Full USPTO retrosynthesis dataset with 1.9M reactions from patents (1976-2016). The task is: Predict the reactants needed to synthesize the given product. (1) Given the product [Cl:1][C:2]1[CH:10]=[C:6]([C:7]([N:34]2[CH2:35][CH2:36][N:31]([CH2:30][CH2:29][N:28]([CH3:37])[CH3:27])[CH2:32][CH2:33]2)=[O:9])[C:5]([O:11][CH3:12])=[CH:4][C:3]=1[NH:13][C:14]1[N:15]=[C:16]([C:20]2[CH:21]=[CH:22][C:23]([OH:26])=[CH:24][CH:25]=2)[CH:17]=[N:18][CH:19]=1, predict the reactants needed to synthesize it. The reactants are: [Cl:1][C:2]1[C:3]([NH:13][C:14]2[CH:19]=[N:18][CH:17]=[C:16]([C:20]3[CH:25]=[CH:24][C:23]([OH:26])=[CH:22][CH:21]=3)[N:15]=2)=[CH:4][C:5]([O:11][CH3:12])=[C:6]([CH:10]=1)[C:7]([OH:9])=O.[CH3:27][N:28]([CH3:37])[CH2:29][CH2:30][N:31]1[CH2:36][CH2:35][NH:34][CH2:33][CH2:32]1.C(N(CC)CC)C.CN(C(ON1N=NC2C=CC=CC1=2)=[N+](C)C)C.[B-](F)(F)(F)F. (2) Given the product [CH:8]1([N:32]2[CH2:31][CH2:30][N:29]([C:25]3[CH:24]=[C:23]([CH2:22][N:21]4[C:17]([CH3:16])=[CH:18][C:19]([C:35]5[O:39][N:38]=[C:37]([C:40]6[CH:41]=[CH:42][C:43]([O:46][C:47]([F:48])([F:50])[F:49])=[CH:44][CH:45]=6)[N:36]=5)=[N:20]4)[CH:28]=[CH:27][N:26]=3)[CH2:34][CH2:33]2)[CH2:10][CH2:9]1, predict the reactants needed to synthesize it. The reactants are: C(O)(=O)C.C(O[C:8]1(O[Si](C)(C)C)[CH2:10][CH2:9]1)C.[CH3:16][C:17]1[N:21]([CH2:22][C:23]2[CH:28]=[CH:27][N:26]=[C:25]([N:29]3[CH2:34][CH2:33][NH:32][CH2:31][CH2:30]3)[CH:24]=2)[N:20]=[C:19]([C:35]2[O:39][N:38]=[C:37]([C:40]3[CH:45]=[CH:44][C:43]([O:46][C:47]([F:50])([F:49])[F:48])=[CH:42][CH:41]=3)[N:36]=2)[CH:18]=1.C([BH3-])#N.[Na+]. (3) Given the product [C:2]1([C@@H:8]2[CH2:10][C@H:9]2[NH:11][CH2:18][C:17]2[CH:20]=[CH:21][C:14]([C:12]#[N:13])=[CH:15][CH:16]=2)[CH:7]=[CH:6][CH:5]=[CH:4][CH:3]=1, predict the reactants needed to synthesize it. The reactants are: Cl.[C:2]1([C@@H:8]2[CH2:10][C@H:9]2[NH2:11])[CH:7]=[CH:6][CH:5]=[CH:4][CH:3]=1.[C:12]([C:14]1[CH:21]=[CH:20][C:17]([CH:18]=O)=[CH:16][CH:15]=1)#[N:13].[BH-](OC(C)=O)(OC(C)=O)OC(C)=O.[Na+]. (4) The reactants are: Cl[CH2:2][C:3]#[C:4][CH2:5][O:6][C:7]1[CH:16]=[C:15]2[C:10]([CH2:11][CH2:12][C:13](=[O:17])[NH:14]2)=[CH:9][CH:8]=1.[Na+].[I-].Cl.[Cl:21][C:22]1[C:27]([Cl:28])=[CH:26][CH:25]=[CH:24][C:23]=1[N:29]1[CH2:34][CH2:33][NH:32][CH2:31][CH2:30]1.C([O-])([O-])=O.[K+].[K+]. Given the product [Cl:21][C:22]1[C:27]([Cl:28])=[CH:26][CH:25]=[CH:24][C:23]=1[N:29]1[CH2:34][CH2:33][N:32]([CH2:2][C:3]#[C:4][CH2:5][O:6][C:7]2[CH:16]=[C:15]3[C:10]([CH2:11][CH2:12][C:13](=[O:17])[NH:14]3)=[CH:9][CH:8]=2)[CH2:31][CH2:30]1, predict the reactants needed to synthesize it. (5) Given the product [Br:22][C:23]1[CH:24]=[C:25]2[C:29](=[CH:30][CH:31]=1)[CH2:28][C@@H:27]([CH2:32][NH:1][C@@H:2]1[CH2:3][CH2:4][C@H:5]([N:8]3[C:12]4[CH:13]=[CH:14][C:15]([Cl:17])=[CH:16][C:11]=4[N:10]=[C:9]3[C:18]([OH:21])([CH3:19])[CH3:20])[CH2:6][CH2:7]1)[CH2:26]2, predict the reactants needed to synthesize it. The reactants are: [NH2:1][C@@H:2]1[CH2:7][CH2:6][C@H:5]([N:8]2[C:12]3[CH:13]=[CH:14][C:15]([Cl:17])=[CH:16][C:11]=3[N:10]=[C:9]2[C:18]([OH:21])([CH3:20])[CH3:19])[CH2:4][CH2:3]1.[Br:22][C:23]1[CH:24]=[C:25]2[C:29](=[CH:30][CH:31]=1)[CH2:28][C@@H:27]([CH:32]=O)[CH2:26]2. (6) Given the product [CH2:3]([CH:2]([CH2:6][CH2:13][CH2:9][CH3:8])[CH2:12][N:11]1[C:10]([C:15]2[S:16][CH:17]=[CH:18][CH:19]=2)=[C:9]2[C:13](=[C:6]([C:2]3[S:1][CH:5]=[CH:4][CH:3]=3)[N:7]([CH2:30][CH:29]([CH2:27][CH3:28])[CH2:32][CH2:33][CH2:34][CH3:35])[C:8]2=[O:20])[C:21]1=[O:24])[CH3:4], predict the reactants needed to synthesize it. The reactants are: [S:1]1[CH:5]=[CH:4][CH:3]=[C:2]1[C:6]1[NH:7][C:8](=[O:20])[C:9]2[C:13]=1[C:12](=O)[NH:11][C:10]=2[C:15]1[S:16][CH:17]=[CH:18][CH:19]=1.[C:21](=[O:24])([O-])[O-].[Cs+].[Cs+].[CH2:27]([CH:29]([CH2:32][CH2:33][CH2:34][CH3:35])[CH2:30]Br)[CH3:28]. (7) Given the product [NH2:1][C:2]1[N:6]([C:7]2[CH:12]=[CH:11][C:10]([F:13])=[CH:9][CH:8]=2)[N:5]=[CH:4][C:3]=1[C:14](=[O:27])[C:15]1[CH:20]=[CH:19][CH:18]=[C:17]([CH2:21][CH2:22][S:23]([NH2:26])(=[O:24])=[O:25])[CH:16]=1, predict the reactants needed to synthesize it. The reactants are: [NH2:1][C:2]1[N:6]([C:7]2[CH:12]=[CH:11][C:10]([F:13])=[CH:9][CH:8]=2)[N:5]=[CH:4][C:3]=1[C:14](=[O:27])[C:15]1[CH:20]=[CH:19][CH:18]=[C:17]([CH:21]=[CH:22][S:23]([NH2:26])(=[O:25])=[O:24])[CH:16]=1. (8) Given the product [F:1][C:2]1[CH:22]=[C:21]([C:26]#[C:25][CH2:24][OH:27])[CH:20]=[CH:19][C:3]=1[NH:4][C:5]1[C:6]([C:13]([NH:15][CH2:16][CH2:17][OH:18])=[O:14])=[CH:7][N:8]([CH3:12])[C:9](=[O:11])[CH:10]=1, predict the reactants needed to synthesize it. The reactants are: [F:1][C:2]1[CH:22]=[C:21](I)[CH:20]=[CH:19][C:3]=1[NH:4][C:5]1[C:6]([C:13]([NH:15][CH2:16][CH2:17][OH:18])=[O:14])=[CH:7][N:8]([CH3:12])[C:9](=[O:11])[CH:10]=1.[CH2:24]([OH:27])[C:25]#[CH:26]. (9) Given the product [O:23]=[C:15]1[N:14]([CH:11]2[CH2:12][CH2:13][N:8]([C:2]3([CH3:1])[CH2:7][CH2:6][N:5]([C:34]([O:36][CH:37]([CH3:39])[CH3:38])=[O:35])[CH2:4][CH2:3]3)[CH2:9][CH2:10]2)[C@@H:18]2[CH2:19][CH2:20][CH2:21][CH2:22][C@H:17]2[NH:16]1, predict the reactants needed to synthesize it. The reactants are: [CH3:1][C:2]1([N:8]2[CH2:13][CH2:12][CH:11]([N:14]3[C@@H:18]4[CH2:19][CH2:20][CH2:21][CH2:22][C@H:17]4[NH:16][C:15]3=[O:23])[CH2:10][CH2:9]2)[CH2:7][CH2:6][NH:5][CH2:4][CH2:3]1.C(N(C(C)C)CC)(C)C.Cl[C:34]([O:36][CH:37]([CH3:39])[CH3:38])=[O:35].C([O-])(O)=O.[Na+].